From a dataset of Full USPTO retrosynthesis dataset with 1.9M reactions from patents (1976-2016). Predict the reactants needed to synthesize the given product. Given the product [OH:27][C:26]1[C:21]2[CH2:20][N:19]([C:16](=[O:18])[CH3:17])[CH2:24][CH2:23][C:22]=2[N:14]=[C:13]([NH:12][C:9]2[CH:8]=[CH:7][C:6]([C:5]3[O:1][CH:2]=[N:3][CH:4]=3)=[CH:11][CH:10]=2)[N:15]=1, predict the reactants needed to synthesize it. The reactants are: [O:1]1[C:5]([C:6]2[CH:11]=[CH:10][C:9]([NH:12][C:13]([NH2:15])=[NH:14])=[CH:8][CH:7]=2)=[CH:4][N:3]=[CH:2]1.[C:16]([N:19]1[CH2:24][CH2:23][C:22](=O)[CH:21]([C:26](OC)=[O:27])[CH2:20]1)(=[O:18])[CH3:17].[O-]CC.[Na+].O.